From a dataset of Catalyst prediction with 721,799 reactions and 888 catalyst types from USPTO. Predict which catalyst facilitates the given reaction. (1) Reactant: [CH:1]([C:4]1[CH:5]=[C:6]([CH:18]=[CH:19][CH:20]=1)[CH2:7][N:8]1[CH:13]=[CH:12][CH:11]=[C:10]([C:14]([OH:16])=O)[C:9]1=[O:17])([CH3:3])[CH3:2].[NH2:21][C@@H:22]([CH2:30][CH2:31][CH2:32][NH:33][C:34]([NH:36][S:37]([C:40]1[C:41]([CH3:54])=[C:42]2[C:47](=[C:48]([CH3:51])[C:49]=1[CH3:50])[O:46][C:45]([CH3:53])([CH3:52])[CH2:44][CH2:43]2)(=[O:39])=[O:38])=[NH:35])[C:23]([O:25][C:26]([CH3:29])([CH3:28])[CH3:27])=[O:24].CN(C(ON1N=NC2C=CC=CC1=2)=[N+](C)C)C.F[P-](F)(F)(F)(F)F.CCN(C(C)C)C(C)C. Product: [CH:1]([C:4]1[CH:5]=[C:6]([CH:18]=[CH:19][CH:20]=1)[CH2:7][N:8]1[CH:13]=[CH:12][CH:11]=[C:10]([C:14]([NH:21][C@@H:22]([CH2:30][CH2:31][CH2:32][NH:33][C:34]([NH:36][S:37]([C:40]2[C:41]([CH3:54])=[C:42]3[C:47](=[C:48]([CH3:51])[C:49]=2[CH3:50])[O:46][C:45]([CH3:53])([CH3:52])[CH2:44][CH2:43]3)(=[O:38])=[O:39])=[NH:35])[C:23]([O:25][C:26]([CH3:27])([CH3:28])[CH3:29])=[O:24])=[O:16])[C:9]1=[O:17])([CH3:2])[CH3:3]. The catalyst class is: 3. (2) Reactant: [Cl:1][CH2:2][CH2:3][O:4][C:5]1[CH:10]=[C:9]([O:11][CH3:12])[CH:8]=[CH:7][C:6]=1[N+:13]([O-:15])=[O:14].Cl[CH2:17][S:18]([C:21]1[C:30]2[C:25](=[CH:26][CH:27]=[CH:28][CH:29]=2)[CH:24]=[CH:23][CH:22]=1)(=[O:20])=[O:19].CC(C)([O-])C.[K+].Cl. Product: [Cl:1][CH2:2][CH2:3][O:4][C:5]1[C:6]([N+:13]([O-:15])=[O:14])=[C:7]([CH2:17][S:18]([C:21]2[C:30]3[C:25](=[CH:26][CH:27]=[CH:28][CH:29]=3)[CH:24]=[CH:23][CH:22]=2)(=[O:19])=[O:20])[CH:8]=[C:9]([O:11][CH3:12])[CH:10]=1. The catalyst class is: 1. (3) Reactant: [C:9](O[C:9]([O:11][C:12]([CH3:15])([CH3:14])[CH3:13])=[O:10])([O:11][C:12]([CH3:15])([CH3:14])[CH3:13])=[O:10].[NH:16]1[CH2:21][CH2:20][CH:19]([C:22]([O:24][CH2:25][CH3:26])=[O:23])[CH2:18][CH2:17]1.C(=O)([O-])[O-].[K+].[K+]. The catalyst class is: 38. Product: [CH2:25]([O:24][C:22]([CH:19]1[CH2:20][CH2:21][N:16]([C:9]([O:11][C:12]([CH3:13])([CH3:14])[CH3:15])=[O:10])[CH2:17][CH2:18]1)=[O:23])[CH3:26]. (4) Reactant: [F:1][C:2]1[N:7]=[CH:6][C:5]([CH2:8][CH2:9][CH2:10][CH2:11][CH2:12][CH2:13][CH:14]([OH:19])[C:15]([O:17]C)=[O:16])=[CH:4][CH:3]=1.O1CCCC1.[OH-].[Li+]. Product: [F:1][C:2]1[N:7]=[CH:6][C:5]([CH2:8][CH2:9][CH2:10][CH2:11][CH2:12][CH2:13][CH:14]([OH:19])[C:15]([OH:17])=[O:16])=[CH:4][CH:3]=1. The catalyst class is: 6.